Task: Regression. Given two drug SMILES strings and cell line genomic features, predict the synergy score measuring deviation from expected non-interaction effect.. Dataset: NCI-60 drug combinations with 297,098 pairs across 59 cell lines (1) Drug 1: CC1=C2C(C(=O)C3(C(CC4C(C3C(C(C2(C)C)(CC1OC(=O)C(C(C5=CC=CC=C5)NC(=O)OC(C)(C)C)O)O)OC(=O)C6=CC=CC=C6)(CO4)OC(=O)C)OC)C)OC. Drug 2: CN1C2=C(C=C(C=C2)N(CCCl)CCCl)N=C1CCCC(=O)O.Cl. Cell line: HL-60(TB). Synergy scores: CSS=87.0, Synergy_ZIP=15.1, Synergy_Bliss=15.4, Synergy_Loewe=-5.18, Synergy_HSA=15.6. (2) Drug 1: CC1C(C(CC(O1)OC2CC(CC3=C2C(=C4C(=C3O)C(=O)C5=C(C4=O)C(=CC=C5)OC)O)(C(=O)C)O)N)O.Cl. Drug 2: C1=NC2=C(N1)C(=S)N=C(N2)N. Cell line: BT-549. Synergy scores: CSS=33.3, Synergy_ZIP=-4.11, Synergy_Bliss=3.31, Synergy_Loewe=-25.0, Synergy_HSA=6.69.